Dataset: Reaction yield outcomes from USPTO patents with 853,638 reactions. Task: Predict the reaction yield, written as a fraction of the theoretical maximum amount of product (1.0 means a 100% yield; for example, 0.34 means a 34% yield). (1) The reactants are C([C@@:8]([NH2:23])([CH2:12][S:13][CH2:14][C:15]1[CH:20]=[CH:19][C:18]([O:21][CH3:22])=[CH:17][CH:16]=1)[C:9]([OH:11])=O)(OC(C)(C)C)=O.[CH3:24]N1CCOCC1.C(O[C:34](Cl)=[O:35])C.[OH-:37].[K+].[CH3:39][N:40]([N:44]=O)C(N)=O.O1[CH2:50][CH2:49][CH2:48]C1. The catalyst is O.C(OCC)C. The product is [C:49]([O:37][C:34](=[O:35])[NH:23][C@@H:8]([CH2:12][S:13][CH2:14][C:15]1[CH:16]=[CH:17][C:18]([O:21][CH3:22])=[CH:19][CH:20]=1)[C:9](=[O:11])[CH:39]=[N+:40]=[N-:44])([CH3:48])([CH3:50])[CH3:24]. The yield is 0.950. (2) The catalyst is C(O)(=O)C. The yield is 0.540. The reactants are C[O:2][C:3]1[C:8]([C:9]2[C:10]3[N:11]([N:15]=[C:16]([NH:18][C:19]4[CH:24]=[CH:23][C:22]([CH:25]5[CH2:30][CH2:29][N:28]([CH2:31][C:32]([N:34]([CH3:36])[CH3:35])=[O:33])[CH2:27][CH2:26]5)=[CH:21][CH:20]=4)[N:17]=3)[CH:12]=[CH:13][CH:14]=2)=[CH:7][CH:6]=[CH:5][N:4]=1.[I-].[Na+]. The product is [CH3:35][N:34]([CH3:36])[C:32](=[O:33])[CH2:31][N:28]1[CH2:29][CH2:30][CH:25]([C:22]2[CH:23]=[CH:24][C:19]([NH:18][C:16]3[N:17]=[C:10]4[C:9]([C:8]5[C:3](=[O:2])[NH:4][CH:5]=[CH:6][CH:7]=5)=[CH:14][CH:13]=[CH:12][N:11]4[N:15]=3)=[CH:20][CH:21]=2)[CH2:26][CH2:27]1. (3) The product is [Si:14]([O:21][C@@H:22]1[N:28]([C:29]([O:31][CH2:32][CH:33]=[CH2:34])=[O:30])[C:27]2[CH:35]=[C:36]([O:41][CH2:47][CH2:48][CH2:50][CH2:3][CH2:2][I:1])[C:37]([O:39][CH3:40])=[CH:38][C:26]=2[C:25](=[O:42])[N:24]2[CH:43]=[C:44]([CH3:46])[CH2:45][C@@H:23]12)([C:17]([CH3:18])([CH3:19])[CH3:20])([CH3:15])[CH3:16]. The yield is 0.900. The reactants are [I:1][C:2](I)(CC)[CH2:3]C.C(=O)([O-])[O-].[K+].[K+].[Si:14]([O:21][C@@H:22]1[N:28]([C:29]([O:31][CH2:32][CH:33]=[CH2:34])=[O:30])[C:27]2[CH:35]=[C:36]([OH:41])[C:37]([O:39][CH3:40])=[CH:38][C:26]=2[C:25](=[O:42])[N:24]2[CH:43]=[C:44]([CH3:46])[CH2:45][C@@H:23]12)([C:17]([CH3:20])([CH3:19])[CH3:18])([CH3:16])[CH3:15].[CH3:47][C:48]([CH3:50])=O. No catalyst specified. (4) The reactants are [C@H:1]12[CH2:7][C@H:4]([NH:5][CH2:6]1)[CH2:3][N:2]2[CH2:8][C:9]1[N:10]([CH3:35])[C:11]2[C:16]([N:17]=1)=[C:15]([N:18]1[CH2:23][CH2:22][O:21][CH2:20][CH2:19]1)[N:14]=[C:13]([N:24]1[C:28]3[CH:29]=[CH:30][CH:31]=[CH:32][C:27]=3[N:26]=[C:25]1[CH2:33][CH3:34])[N:12]=2.[O:36]1[CH2:39][C:38](=O)[CH2:37]1.C(O[BH-](OC(=O)C)OC(=O)C)(=O)C.[Na+]. The catalyst is ClCCCl. The product is [CH2:33]([C:25]1[N:24]([C:13]2[N:12]=[C:11]3[C:16]([N:17]=[C:9]([CH2:8][N:2]4[CH2:3][C@@H:4]5[CH2:7][C@H:1]4[CH2:6][N:5]5[CH:38]4[CH2:39][O:36][CH2:37]4)[N:10]3[CH3:35])=[C:15]([N:18]3[CH2:23][CH2:22][O:21][CH2:20][CH2:19]3)[N:14]=2)[C:28]2[CH:29]=[CH:30][CH:31]=[CH:32][C:27]=2[N:26]=1)[CH3:34]. The yield is 0.450. (5) The reactants are [OH-].[Na+].[F:3][C:4]1[CH:9]=[C:8]([I:10])[CH:7]=[CH:6][C:5]=1[NH:11][C:12]1[CH:13]=[N:14][CH:15]=[C:16]([C:27]2[CH:32]=[CH:31][CH:30]=[CH:29][C:28]=2[F:33])[C:17]=1[C:18]1[N:19]=[N:20][NH:21][C:22]=1[Si](C)(C)C. The catalyst is CO. The product is [F:3][C:4]1[CH:9]=[C:8]([I:10])[CH:7]=[CH:6][C:5]=1[NH:11][C:12]1[CH:13]=[N:14][CH:15]=[C:16]([C:27]2[CH:32]=[CH:31][CH:30]=[CH:29][C:28]=2[F:33])[C:17]=1[C:18]1[N:19]=[N:20][NH:21][CH:22]=1. The yield is 0.690. (6) The product is [C:1]([O:5][C:6]([N:8]1[C:13]2[CH:14]=[C:15]([Cl:21])[C:16]([N:18]([CH3:19])[CH3:20])=[CH:17][C:12]=2[O:11][CH:10]([C:22]([N:36]2[CH2:35][CH2:34][C:33]([C:39]#[N:40])([CH2:32][C:29]3[CH:30]=[N:31][C:26]([F:25])=[CH:27][CH:28]=3)[CH2:38][CH2:37]2)=[O:24])[CH2:9]1)=[O:7])([CH3:3])([CH3:2])[CH3:4]. The yield is 0.590. The reactants are [C:1]([O:5][C:6]([N:8]1[C:13]2[CH:14]=[C:15]([Cl:21])[C:16]([N:18]([CH3:20])[CH3:19])=[CH:17][C:12]=2[O:11][CH:10]([C:22]([OH:24])=O)[CH2:9]1)=[O:7])([CH3:4])([CH3:3])[CH3:2].[F:25][C:26]1[N:31]=[CH:30][C:29]([CH2:32][C:33]2([C:39]#[N:40])[CH2:38][CH2:37][NH:36][CH2:35][CH2:34]2)=[CH:28][CH:27]=1.CCN=C=NCCCN(C)C.C1C=CC2N(O)N=NC=2C=1.CCN(C(C)C)C(C)C. The catalyst is CN(C=O)C.O.